From a dataset of Catalyst prediction with 721,799 reactions and 888 catalyst types from USPTO. Predict which catalyst facilitates the given reaction. (1) Reactant: [CH2:1]([NH:5][C:6](=[O:12])[C:7]([O:9][CH2:10][CH3:11])=[O:8])[C:2]([CH3:4])=O.O=P(Cl)(Cl)Cl.O. Product: [CH3:4][C:2]1[O:12][C:6]([C:7]([O:9][CH2:10][CH3:11])=[O:8])=[N:5][CH:1]=1. The catalyst class is: 11. (2) Reactant: [CH3:1][S:2][C:3]1[N:8]=[C:7]([O:9][CH2:10][CH2:11][Si:12]([CH3:15])([CH3:14])[CH3:13])[C:6]([C:16]([NH:18][NH2:19])=[O:17])=[CH:5][N:4]=1.[C:20](=O)([O-])[OH:21].[Na+].ClC([CH2:28][C:29]([O:31][CH3:32])=[O:30])=O. Product: [C:29]([O:31][CH2:32][C:20]([NH:19][NH:18][C:16]([C:6]1[C:7]([O:9][CH2:10][CH2:11][Si:12]([CH3:14])([CH3:15])[CH3:13])=[N:8][C:3]([S:2][CH3:1])=[N:4][CH:5]=1)=[O:17])=[O:21])(=[O:30])[CH3:28]. The catalyst class is: 22. (3) Reactant: C(OC([N:8]1[CH:13]2[CH2:14][CH2:15][CH:9]1[CH2:10][CH:11]([CH2:16][C:17]1[CH:22]=[CH:21][C:20]([Cl:23])=[C:19]([Cl:24])[CH:18]=1)[CH2:12]2)=O)(C)(C)C.C(O)(C(F)(F)F)=O. Product: [Cl:24][C:19]1[CH:18]=[C:17]([CH:22]=[CH:21][C:20]=1[Cl:23])[CH2:16][CH:11]1[CH2:10][CH:9]2[NH:8][CH:13]([CH2:14][CH2:15]2)[CH2:12]1. The catalyst class is: 2. (4) Reactant: [CH2:1]([C:3]1[CH:24]=[CH:23][C:6]([CH2:7][S:8][C:9]2[CH:10]=[C:11]([O:19]COC)[C:12](=[O:18])[N:13](COC)[CH:14]=2)=[CH:5][CH:4]=1)[CH3:2].Cl. Product: [CH2:1]([C:3]1[CH:4]=[CH:5][C:6]([CH2:7][S:8][C:9]2[CH:10]=[C:11]([OH:19])[C:12](=[O:18])[NH:13][CH:14]=2)=[CH:23][CH:24]=1)[CH3:2]. The catalyst class is: 12. (5) The catalyst class is: 52. Product: [BrH:1].[BrH:1].[CH2:7]1[C:6]2[CH:22]=[CH:23][C:3]([NH2:2])=[CH:4][C:5]=2[CH2:11][CH2:10][NH:9][CH2:8]1. Reactant: [BrH:1].[NH2:2][C:3]1[CH:23]=[CH:22][C:6]2[CH2:7][CH2:8][N:9](C(OCC3C=CC=CC=3)=O)[CH2:10][CH2:11][C:5]=2[CH:4]=1. (6) Reactant: [OH:1][CH2:2][C@@H:3]1[O:7][C:6](=[O:8])[N:5]([C:9]2[CH:10]=[CH:11][C:12]3[CH2:18][CH2:17][CH2:16][C:15](=[O:19])[CH2:14][C:13]=3[CH:20]=2)[CH2:4]1.[CH3:21][S:22](Cl)(=[O:24])=[O:23].C(N(CC)CC)C.ClCCl. Product: [O:8]=[C:6]1[N:5]([C:9]2[CH:10]=[CH:11][C:12]3[CH2:18][CH2:17][CH2:16][C:15](=[O:19])[CH2:14][C:13]=3[CH:20]=2)[CH2:4][C@H:3]([CH2:2][O:1][S:22]([CH3:21])(=[O:24])=[O:23])[O:7]1. The catalyst class is: 13.